From a dataset of Reaction yield outcomes from USPTO patents with 853,638 reactions. Predict the reaction yield, written as a fraction of the theoretical maximum amount of product (1.0 means a 100% yield; for example, 0.34 means a 34% yield). (1) The reactants are [CH:1]1([CH:7]([C:9]2[C:10]([CH:22]3[CH2:24][CH2:23]3)=[N:11][N:12]([C:14]3[CH:19]=[CH:18][C:17]([O:20][CH3:21])=[CH:16][CH:15]=3)[CH:13]=2)O)[CH2:6][CH2:5][CH2:4][CH2:3][CH2:2]1.[NH2:25][C:26]1[CH:31]=[CH:30][C:29]([C:32]([NH:34][CH2:35][CH2:36][C:37]([O:39]CC)=[O:38])=[O:33])=[CH:28][CH:27]=1. No catalyst specified. The product is [CH:1]1([CH:7]([NH:25][C:26]2[CH:27]=[CH:28][C:29]([C:32]([NH:34][CH2:35][CH2:36][C:37]([OH:39])=[O:38])=[O:33])=[CH:30][CH:31]=2)[C:9]2[C:10]([CH:22]3[CH2:24][CH2:23]3)=[N:11][N:12]([C:14]3[CH:19]=[CH:18][C:17]([O:20][CH3:21])=[CH:16][CH:15]=3)[CH:13]=2)[CH2:6][CH2:5][CH2:4][CH2:3][CH2:2]1. The yield is 0.0500. (2) The reactants are C([O:8][C:9]1[CH:10]=[C:11]([C:24]2[CH:29]=[CH:28][C:27]([C:30]#[N:31])=[CH:26][N:25]=2)[C:12]2[S:16][C:15]([NH:17][C:18]([NH:20][CH2:21][CH3:22])=[O:19])=[N:14][C:13]=2[CH:23]=1)C1C=CC=CC=1.CS(O)(=O)=O. The catalyst is ClCCl.C(OCC)(=O)C. The product is [C:30]([C:27]1[CH:28]=[CH:29][C:24]([C:11]2[C:12]3[S:16][C:15]([NH:17][C:18]([NH:20][CH2:21][CH3:22])=[O:19])=[N:14][C:13]=3[CH:23]=[C:9]([OH:8])[CH:10]=2)=[N:25][CH:26]=1)#[N:31]. The yield is 0.900. (3) The reactants are [CH3:1][O:2][CH2:3][C:4]1([CH3:38])[CH2:8][CH2:7][N:6]([C:9]2[CH:10]=[C:11]([C:15]3[N:16]=[C:17]4[C:23]([C:24](=[O:29])[C:25]([CH3:28])([CH3:27])[CH3:26])=[CH:22][N:21](COCC[Si](C)(C)C)[C:18]4=[N:19][CH:20]=3)[CH:12]=[CH:13][CH:14]=2)[CH2:5]1. The catalyst is C(Cl)Cl.CO. The product is [CH3:1][O:2][CH2:3][C:4]1([CH3:38])[CH2:8][CH2:7][N:6]([C:9]2[CH:10]=[C:11]([C:15]3[N:16]=[C:17]4[C:23]([C:24](=[O:29])[C:25]([CH3:27])([CH3:26])[CH3:28])=[CH:22][NH:21][C:18]4=[N:19][CH:20]=3)[CH:12]=[CH:13][CH:14]=2)[CH2:5]1. The yield is 0.500. (4) The reactants are Br[C:2]1[CH:3]=[CH:4][C:5]([S:8]([NH:11][C:12]2[CH:21]=[C:20]([F:22])[C:15]([C:16]([O:18]C)=[O:17])=[C:14]([F:23])[CH:13]=2)(=[O:10])=[O:9])=[N:6][CH:7]=1.[N:24]1[CH:29]=[C:28](B(O)O)[CH:27]=[N:26][CH:25]=1.C(=O)([O-])[O-].[Na+].[Na+].[OH-].[Na+].Cl. The catalyst is CN(C)C=O.O.CO.O1CCCC1.C1C=CC(P(C2C=CC=CC=2)[C-]2C=CC=C2)=CC=1.C1C=CC(P(C2C=CC=CC=2)[C-]2C=CC=C2)=CC=1.Cl[Pd]Cl.[Fe+2]. The product is [F:22][C:20]1[CH:21]=[C:12]([NH:11][S:8]([C:5]2[CH:4]=[CH:3][C:2]([C:28]3[CH:29]=[N:24][CH:25]=[N:26][CH:27]=3)=[CH:7][N:6]=2)(=[O:10])=[O:9])[CH:13]=[C:14]([F:23])[C:15]=1[C:16]([OH:18])=[O:17]. The yield is 0.330. (5) The yield is 0.737. The reactants are Cl[C:2]1[CH:3]=[C:4]([C:9]2[N:14]=[C:13]([CH3:15])[N:12]=[C:11]([N:16]([CH2:26][C:27]3[CH:32]=[CH:31][C:30]([O:33][CH3:34])=[CH:29][CH:28]=3)[CH2:17][C:18]3[CH:23]=[CH:22][C:21]([O:24][CH3:25])=[CH:20][CH:19]=3)[N:10]=2)[C:5]([F:8])=[N:6][CH:7]=1.C1(P(C2CCCCC2)C2C=CC=CC=2C2C(CCC)=CC(CCC)=CC=2CCC)CCCCC1.C(=O)([O-])[O-].[Cs+].[Cs+].[C:75]([O:79][C:80]([N:82]1[CH2:87][CH2:86][N:85]([CH2:88][B-](F)(F)F)[C@H:84]([CH3:93])[CH2:83]1)=[O:81])([CH3:78])([CH3:77])[CH3:76].[K+].C(N1CCN[C@H](C)C1)(OC(C)(C)C)=O. The catalyst is C([O-])(=O)C.[Pd+2].C([O-])(=O)C. The product is [CH3:25][O:24][C:21]1[CH:22]=[CH:23][C:18]([CH2:17][N:16]([CH2:26][C:27]2[CH:32]=[CH:31][C:30]([O:33][CH3:34])=[CH:29][CH:28]=2)[C:11]2[N:12]=[C:13]([CH3:15])[N:14]=[C:9]([C:4]3[CH:3]=[C:2]([CH2:88][N:85]4[CH2:86][CH2:87][N:82]([C:80]([O:79][C:75]([CH3:78])([CH3:77])[CH3:76])=[O:81])[CH2:83][C@H:84]4[CH3:93])[CH:7]=[N:6][C:5]=3[F:8])[N:10]=2)=[CH:19][CH:20]=1.